Dataset: Peptide-MHC class II binding affinity with 134,281 pairs from IEDB. Task: Regression. Given a peptide amino acid sequence and an MHC pseudo amino acid sequence, predict their binding affinity value. This is MHC class II binding data. (1) The peptide sequence is LGHDGTVWAQSADFP. The MHC is HLA-DQA10101-DQB10501 with pseudo-sequence HLA-DQA10101-DQB10501. The binding affinity (normalized) is 0.0296. (2) The peptide sequence is FKKYFAATQFEPLAA. The MHC is DRB1_0101 with pseudo-sequence DRB1_0101. The binding affinity (normalized) is 0.602.